Dataset: Full USPTO retrosynthesis dataset with 1.9M reactions from patents (1976-2016). Task: Predict the reactants needed to synthesize the given product. (1) Given the product [Br-:23].[C:9]([C:8]([C:17]1[CH:22]=[CH:21][CH:20]=[CH:19][CH:18]=1)([C:11]1[CH:12]=[CH:13][CH:14]=[CH:15][CH:16]=1)[C:4]12[CH2:7][N+:1]([CH2:25][CH2:26][OH:27])([CH2:6][CH2:5]1)[CH2:2][CH2:3]2)#[N:10], predict the reactants needed to synthesize it. The reactants are: [N:1]12[CH2:7][C:4]([C:8]([C:17]3[CH:22]=[CH:21][CH:20]=[CH:19][CH:18]=3)([C:11]3[CH:16]=[CH:15][CH:14]=[CH:13][CH:12]=3)[C:9]#[N:10])([CH2:5][CH2:6]1)[CH2:3][CH2:2]2.[Br:23]C[CH2:25][CH2:26][OH:27]. (2) Given the product [CH3:21][C:2]1([CH3:1])[CH2:7][C:6]2[NH:8][N:9]=[C:24]([C:23]([F:34])([F:33])[F:22])[C:5]=2[C:4](=[O:20])[CH2:3]1, predict the reactants needed to synthesize it. The reactants are: [CH3:1][C:2]1([CH3:21])[CH2:7][C:6](=[N:8][NH:9]S(C2C=CC(C)=CC=2)(=O)=O)[CH2:5][C:4](=[O:20])[CH2:3]1.[F:22][C:23]([F:34])([F:33])[C:24](O[C:24](=O)[C:23]([F:34])([F:33])[F:22])=O.CO.O. (3) Given the product [F:1][C:2]1[CH:11]=[C:10]([CH2:12][OH:13])[CH:9]=[CH:8][C:3]=1[C:4]([NH:6][CH3:7])=[O:5], predict the reactants needed to synthesize it. The reactants are: [F:1][C:2]1[CH:11]=[C:10]([CH:12]=[O:13])[CH:9]=[CH:8][C:3]=1[C:4]([NH:6][CH3:7])=[O:5].[BH4-].[Na+]. (4) Given the product [CH:27]([O:14][CH:13]([CH3:12])[CH3:20])([CH3:40])[CH3:28].[Cl:42][C:38]1[CH:39]=[C:40]([Cl:41])[C:27]([NH:26][C:13]([C:12]2[N:8]([C:3]3[C:2]([Cl:1])=[CH:7][CH:6]=[CH:5][N:4]=3)[N:9]=[C:10]([C:16]([F:19])([F:18])[F:17])[CH:11]=2)=[O:14])=[C:28]([C:29](=[O:30])[N:31]=[S:32]([CH2:35][CH3:36])[CH2:33][CH3:34])[CH:37]=1, predict the reactants needed to synthesize it. The reactants are: [Cl:1][C:2]1[C:3]([N:8]2[C:12]([C:13](Cl)=[O:14])=[CH:11][C:10]([C:16]([F:19])([F:18])[F:17])=[N:9]2)=[N:4][CH:5]=[CH:6][CH:7]=1.[C:20](=O)([O-])[O-].[K+].[K+].[NH2:26][C:27]1[C:40]([Cl:41])=[CH:39][C:38]([Cl:42])=[CH:37][C:28]=1[C:29]([N:31]=[S:32]([CH2:35][CH3:36])[CH2:33][CH3:34])=[O:30].